Dataset: Peptide-MHC class II binding affinity with 134,281 pairs from IEDB. Task: Regression. Given a peptide amino acid sequence and an MHC pseudo amino acid sequence, predict their binding affinity value. This is MHC class II binding data. The peptide sequence is LNVTSEDLGKTFSVG. The MHC is DRB1_0404 with pseudo-sequence DRB1_0404. The binding affinity (normalized) is 0.314.